This data is from Full USPTO retrosynthesis dataset with 1.9M reactions from patents (1976-2016). The task is: Predict the reactants needed to synthesize the given product. Given the product [O:1]=[S:2]1(=[O:28])[C:7]2[CH:8]=[CH:9][CH:10]=[CH:11][C:6]=2[NH:5][C:4]([C:12]2[C:17](=[O:18])[N:16]([NH:19][CH:20]([CH3:29])[CH2:35][CH2:36][CH3:37])[C:15]3[CH:24]=[CH:25][S:26][C:14]=3[C:13]=2[OH:27])=[N:3]1, predict the reactants needed to synthesize it. The reactants are: [O:1]=[S:2]1(=[O:28])[C:7]2[CH:8]=[CH:9][CH:10]=[CH:11][C:6]=2[NH:5][C:4]([C:12]2[C:17](=[O:18])[N:16]([N:19]=[CH:20]C(C)C)[C:15]3[CH:24]=[CH:25][S:26][C:14]=3[C:13]=2[OH:27])=[N:3]1.[CH3:29]O.[BH4-].[Li+].Cl.O1C[CH2:37][CH2:36][CH2:35]1.